From a dataset of Catalyst prediction with 721,799 reactions and 888 catalyst types from USPTO. Predict which catalyst facilitates the given reaction. (1) Reactant: [C@@H:1]1([NH:16]C(=O)C(F)(F)F)[CH2:8][CH2:7][CH:6]=[CH:5][CH2:4][CH2:3][C@@H:2]1[NH:9]C(=O)C(F)(F)F.CO.[OH-].[Na+]. Product: [C@@H:1]1([NH2:16])[CH2:8][CH2:7][CH:6]=[CH:5][CH2:4][CH2:3][C@@H:2]1[NH2:9]. The catalyst class is: 6. (2) Reactant: [C:1]([C:4]1[CH:5]=[C:6]([CH:19]=[C:20]([N+:22]([O-:24])=[O:23])[CH:21]=1)[C:7]([NH:9][C@@H:10]([C:12]1[CH:17]=[CH:16][C:15]([F:18])=[CH:14][CH:13]=1)[CH3:11])=[O:8])(=[O:3])[CH3:2].[Br:25]Br. Product: [Br:25][CH2:2][C:1]([C:4]1[CH:5]=[C:6]([CH:19]=[C:20]([N+:22]([O-:24])=[O:23])[CH:21]=1)[C:7]([NH:9][C@@H:10]([C:12]1[CH:13]=[CH:14][C:15]([F:18])=[CH:16][CH:17]=1)[CH3:11])=[O:8])=[O:3]. The catalyst class is: 258. (3) Reactant: C([O:4][C:5]1[CH:10]=[CH:9][CH:8]=[C:7]([NH:11][C:12]([N:14]2[CH2:19][CH2:18][N:17]([C:20]3[S:24][N:23]=[C:22]([C:25]4[CH:30]=[CH:29][CH:28]=[CH:27][CH:26]=4)[N:21]=3)[CH2:16][CH2:15]2)=[O:13])[CH:6]=1)(=O)C.[OH-].[Na+].O. Product: [OH:4][C:5]1[CH:6]=[C:7]([NH:11][C:12]([N:14]2[CH2:19][CH2:18][N:17]([C:20]3[S:24][N:23]=[C:22]([C:25]4[CH:26]=[CH:27][CH:28]=[CH:29][CH:30]=4)[N:21]=3)[CH2:16][CH2:15]2)=[O:13])[CH:8]=[CH:9][CH:10]=1. The catalyst class is: 111. (4) Product: [CH3:54][C@@:26]12[C@H:35]3[CH2:36][CH:37]=[C:38]4[C@@H:43]5[CH2:44][C:45]([CH3:49])([CH3:50])[CH2:46][C@@H:47]([OH:48])[C@:42]5([CH3:51])[CH2:41][CH2:40][C@@:39]4([CH3:52])[C@:34]3([CH3:53])[CH2:33][CH2:32][C@H:27]1[C@:28]([CH2:30][OH:31])([CH3:29])[C@@H:23]([O:22][C@@H:21]1[O:20][C@H:19]([C:55]([OH:57])=[O:56])[C@@H:18]([OH:58])[C@H:17]([OH:59])[C@H:16]1[O:15][C@@H:14]1[O:13][C@H:12]([CH2:60][OH:61])[C@H:11]([OH:62])[C@H:10]([OH:63])[C@H:9]1[OH:8])[CH2:24][CH2:25]2. Reactant: C[C@@H]1O[C@@H]([O:8][C@H:9]2[C@H:14]([O:15][C@H:16]3[C@H:21]([O:22][C@@H:23]4[C@@:28]([CH2:30][OH:31])([CH3:29])[C@@H:27]5[CH2:32][CH2:33][C@@:34]6([CH3:53])[C@:39]7([CH3:52])[CH2:40][CH2:41][C@@:42]8([CH3:51])[C@H:47]([OH:48])[CH2:46][C:45]([CH3:50])([CH3:49])[CH2:44][C@H:43]8[C:38]7=[CH:37][CH2:36][C@@H:35]6[C@@:26]5([CH3:54])[CH2:25][CH2:24]4)[O:20][C@H:19]([C:55]([OH:57])=[O:56])[C@@H:18]([OH:58])[C@@H:17]3[OH:59])[O:13][C@H:12]([CH2:60][OH:61])[C@H:11]([OH:62])[C@@H:10]2[OH:63])[C@H](O)[C@H](O)[C@H]1O. The catalyst class is: 89. (5) Reactant: [CH3:1][C:2]1[CH:7]=[CH:6][C:5]([N+:8]([O-:10])=[O:9])=[CH:4][C:3]=1[NH2:11].C(=O)([O-])[O-].[K+].[K+].Br[CH2:19][CH:20](Br)[CH2:21][CH3:22]. Product: [CH3:1][C:2]1[CH:7]=[CH:6][C:5]([N+:8]([O-:10])=[O:9])=[CH:4][C:3]=1[N:11]1[CH2:22][CH2:21][CH2:20][CH2:19]1. The catalyst class is: 9. (6) Reactant: [CH2:1]([O:3][C:4]1[CH:5]=[C:6]2[C:11](=[CH:12][CH:13]=1)[N:10]=[CH:9][CH:8]=[C:7]2[CH3:14])[CH3:2].C([N-]C(C)C)(C)C.[Li+].CON(C)[C:26]([C:28]1[CH:33]=[CH:32][CH:31]=[C:30]([CH3:34])[N:29]=1)=[O:27]. Product: [CH2:1]([O:3][C:4]1[CH:5]=[C:6]2[C:11](=[CH:12][CH:13]=1)[N:10]=[CH:9][CH:8]=[C:7]2[CH2:14][C:26]([C:28]1[CH:33]=[CH:32][CH:31]=[C:30]([CH3:34])[N:29]=1)=[O:27])[CH3:2]. The catalyst class is: 1.